Dataset: Forward reaction prediction with 1.9M reactions from USPTO patents (1976-2016). Task: Predict the product of the given reaction. (1) Given the reactants C[O:2][C:3](=[O:13])[C:4]1[CH:9]=[C:8]([CH3:10])[CH:7]=[C:6]([C:11]#[N:12])[CH:5]=1.O.[OH-].[Na+].Cl, predict the reaction product. The product is: [C:11]([C:6]1[CH:5]=[C:4]([CH:9]=[C:8]([CH3:10])[CH:7]=1)[C:3]([OH:13])=[O:2])#[N:12]. (2) Given the reactants C1(C)C(S(O)(=O)=O)=CC=CC=1.[C:12]1([C:18]2([C:24]([OH:26])=[O:25])[CH2:23][CH2:22][NH:21][CH2:20][CH2:19]2)[CH:17]=[CH:16][CH:15]=[CH:14][CH:13]=1.[CH2:27]([O:34][C:35](ON1C(=O)CCC1=O)=[O:36])[C:28]1[CH:33]=[CH:32][CH:31]=[CH:30][CH:29]=1, predict the reaction product. The product is: [CH2:27]([O:34][C:35]([N:21]1[CH2:20][CH2:19][C:18]([C:12]2[CH:13]=[CH:14][CH:15]=[CH:16][CH:17]=2)([C:24]([OH:26])=[O:25])[CH2:23][CH2:22]1)=[O:36])[C:28]1[CH:33]=[CH:32][CH:31]=[CH:30][CH:29]=1. (3) The product is: [Cl:1][C:2]1[CH:7]=[CH:6][C:5]([C@@:8]2([CH3:36])[C@:12]([C:14]3[CH:15]=[CH:16][C:17]([Cl:20])=[CH:18][CH:19]=3)([CH3:13])[N:11]([C:21]([N:49]3[CH2:48][CH2:47][N:46]([CH2:45][CH2:44][CH2:43][S:40]([CH3:39])(=[O:41])=[O:42])[CH2:51][CH2:50]3)=[O:22])[C:10]([C:24]3[CH:29]=[C:28]([CH:30]4[CH2:32][CH2:31]4)[CH:27]=[CH:26][C:25]=3[O:33][CH2:34][CH3:35])=[N:9]2)=[CH:4][CH:3]=1. Given the reactants [Cl:1][C:2]1[CH:7]=[CH:6][C:5]([C:8]2([CH3:36])[C:12]([C:14]3[CH:19]=[CH:18][C:17]([Cl:20])=[CH:16][CH:15]=3)([CH3:13])[N:11]([C:21](Cl)=[O:22])[C:10]([C:24]3[CH:29]=[C:28]([CH:30]4[CH2:32][CH2:31]4)[CH:27]=[CH:26][C:25]=3[O:33][CH2:34][CH3:35])=[N:9]2)=[CH:4][CH:3]=1.Cl.Cl.[CH3:39][S:40]([CH2:43][CH2:44][CH2:45][N:46]1[CH2:51][CH2:50][NH:49][CH2:48][CH2:47]1)(=[O:42])=[O:41], predict the reaction product. (4) Given the reactants [Cl:1][CH2:2][CH2:3][CH2:4][S:5][C:6]1[CH:11]=[CH:10][C:9]([N+:12]([O-:14])=[O:13])=[CH:8][C:7]=1[NH2:15].[N:16]([O-])=O.[Na+].Cl[Sn]Cl.Cl, predict the reaction product. The product is: [ClH:1].[Cl:1][CH2:2][CH2:3][CH2:4][S:5][C:6]1[CH:11]=[CH:10][C:9]([N+:12]([O-:14])=[O:13])=[CH:8][C:7]=1[NH:15][NH2:16]. (5) Given the reactants Cl.[CH3:2][N:3]([CH3:32])[C:4]1([C:25]2[CH:30]=[CH:29][CH:28]=[C:27]([F:31])[CH:26]=2)[CH2:9][CH2:8][C:7](=[CH:10][C:11]([NH:13][CH2:14][CH2:15][C:16]2[C:24]3[C:19](=[CH:20][CH:21]=[CH:22][CH:23]=3)[NH:18][CH:17]=2)=[O:12])[CH2:6][CH2:5]1, predict the reaction product. The product is: [CH3:32][N:3]([CH3:2])[C:4]1([C:25]2[CH:30]=[CH:29][CH:28]=[C:27]([F:31])[CH:26]=2)[CH2:9][CH2:8][CH:7]([CH2:10][C:11]([NH:13][CH2:14][CH2:15][C:16]2[C:24]3[C:19](=[CH:20][CH:21]=[CH:22][CH:23]=3)[NH:18][CH:17]=2)=[O:12])[CH2:6][CH2:5]1. (6) Given the reactants [N+:1]([C:4]1[CH:9]=[CH:8][C:7](/[CH:10]=[CH:11]\[C:12]2[S:16][C:15]([NH:17][C:18](=[O:20])[CH3:19])=[N:14][CH:13]=2)=[CH:6][CH:5]=1)([O-])=O.[H][H], predict the reaction product. The product is: [NH2:1][C:4]1[CH:9]=[CH:8][C:7]([CH2:10][CH2:11][C:12]2[S:16][C:15]([NH:17][C:18](=[O:20])[CH3:19])=[N:14][CH:13]=2)=[CH:6][CH:5]=1.